This data is from Forward reaction prediction with 1.9M reactions from USPTO patents (1976-2016). The task is: Predict the product of the given reaction. (1) Given the reactants [Br:1][CH2:2][C:3]1[NH:7][C:6]2[CH:8]=[CH:9][C:10]([C:12]3[CH:17]=[CH:16][CH:15]=[CH:14][C:13]=3[S:18]([CH2:21][CH2:22][OH:23])(=[O:20])=[O:19])=[CH:11][C:5]=2[N:4]=1.[CH3:24][C:25]([O:28][C:29](O[C:29]([O:28][C:25]([CH3:27])([CH3:26])[CH3:24])=[O:30])=[O:30])([CH3:27])[CH3:26].CCN(CC)CC, predict the reaction product. The product is: [C:25]([O:28][C:29]([N:7]1[C:6]2[CH:8]=[CH:9][C:10]([C:12]3[CH:17]=[CH:16][CH:15]=[CH:14][C:13]=3[S:18]([CH2:21][CH2:22][OH:23])(=[O:20])=[O:19])=[CH:11][C:5]=2[N:4]=[C:3]1[CH2:2][Br:1])=[O:30])([CH3:27])([CH3:26])[CH3:24]. (2) Given the reactants Cl[C:2]1[C:3]2[CH:25]([CH3:26])[CH2:24][N:23]([CH2:27][C:28]3[CH:33]=[CH:32][C:31]([O:34][CH3:35])=[CH:30][CH:29]=3)[C:4]=2[N:5]=[C:6]([NH:8][C:9]2[CH:14]=[CH:13][C:12]([N:15]3[CH2:20][CH2:19][O:18][CH2:17][CH2:16]3)=[CH:11][C:10]=2[O:21][CH3:22])[N:7]=1.[NH2:36][C:37]1[CH:42]=[CH:41][CH:40]=[CH:39][C:38]=1[S:43]([NH:46][CH3:47])(=[O:45])=[O:44].C(=O)([O-])[O-].[Cs+].[Cs+], predict the reaction product. The product is: [CH3:22][O:21][C:10]1[CH:11]=[C:12]([N:15]2[CH2:20][CH2:19][O:18][CH2:17][CH2:16]2)[CH:13]=[CH:14][C:9]=1[NH:8][C:6]1[N:7]=[C:2]([NH:36][C:37]2[CH:42]=[CH:41][CH:40]=[CH:39][C:38]=2[S:43]([NH:46][CH3:47])(=[O:45])=[O:44])[C:3]2[CH:25]([CH3:26])[CH2:24][N:23]([CH2:27][C:28]3[CH:33]=[CH:32][C:31]([O:34][CH3:35])=[CH:30][CH:29]=3)[C:4]=2[N:5]=1. (3) Given the reactants [NH:1]1[C:9]2[C:4](=[CH:5][CH:6]=[C:7]([C:10](OC)=[O:11])[CH:8]=2)[CH:3]=[N:2]1.[H-].[Al+3].[Li+].[H-].[H-].[H-].[OH-].[Na+], predict the reaction product. The product is: [NH:1]1[C:9]2[C:4](=[CH:5][CH:6]=[C:7]([CH2:10][OH:11])[CH:8]=2)[CH:3]=[N:2]1.